Dataset: Reaction yield outcomes from USPTO patents with 853,638 reactions. Task: Predict the reaction yield, written as a fraction of the theoretical maximum amount of product (1.0 means a 100% yield; for example, 0.34 means a 34% yield). (1) The reactants are Cl.[Cl:2][C:3]1[CH:8]=[CH:7][C:6]([C:9]2[CH:14]=[CH:13][CH:12]=[C:11]([NH2:15])[CH:10]=2)=[CH:5][CH:4]=1.[C:16]([O:20][C:21]([N:23]1[CH2:27][CH2:26][CH2:25][CH:24]1[C:28](O)=[O:29])=[O:22])([CH3:19])([CH3:18])[CH3:17].CN(C(ON1N=NC2C=CC=NC1=2)=[N+](C)C)C.F[P-](F)(F)(F)(F)F.CCN(C(C)C)C(C)C. The catalyst is CN(C=O)C.C(OCC)(=O)C. The product is [C:16]([O:20][C:21]([N:23]1[CH2:27][CH2:26][CH2:25][CH:24]1[C:28](=[O:29])[NH:15][C:11]1[CH:10]=[C:9]([C:6]2[CH:5]=[CH:4][C:3]([Cl:2])=[CH:8][CH:7]=2)[CH:14]=[CH:13][CH:12]=1)=[O:22])([CH3:19])([CH3:18])[CH3:17]. The yield is 0.990. (2) The reactants are [F:1][C:2]1[CH:7]=[CH:6][C:5]([F:8])=[CH:4][C:3]=1[C@H:9]1[CH2:13][CH2:12][CH2:11][N:10]1[C:14]1[CH:19]=[CH:18][N:17]2[N:20]=[CH:21][C:22]([N+:23]([O-])=O)=[C:16]2[N:15]=1.CO.C(Cl)Cl.[NH4+].[Cl-]. The catalyst is C(Cl)Cl.[Zn]. The product is [F:1][C:2]1[CH:7]=[CH:6][C:5]([F:8])=[CH:4][C:3]=1[C@H:9]1[CH2:13][CH2:12][CH2:11][N:10]1[C:14]1[CH:19]=[CH:18][N:17]2[N:20]=[CH:21][C:22]([NH2:23])=[C:16]2[N:15]=1. The yield is 0.990. (3) The reactants are [CH3:1][O:2][C:3](=[O:24])[CH:4]([N:16]1[CH2:21][CH2:20][NH:19][CH:18]([CH2:22][CH3:23])[CH2:17]1)[CH2:5][C:6]1[CH:15]=[CH:14][C:13]2[C:8](=[CH:9][CH:10]=[CH:11][CH:12]=2)[CH:7]=1.[CH3:25][C:26]([O:29][C:30]([NH:32][C@@H:33]([C:42](O)=[O:43])[CH2:34][C:35]1[CH:40]=[CH:39][C:38]([Cl:41])=[CH:37][CH:36]=1)=[O:31])([CH3:28])[CH3:27].F[P-](F)(F)(F)(F)F.N1(OC(N(C)C)=[N+](C)C)C2N=CC=CC=2N=N1.CN1CCOCC1. The catalyst is CN(C=O)C.O.CCOC(C)=O. The product is [CH3:1][O:2][C:3](=[O:24])[CH:4]([N:16]1[CH2:21][CH2:20][N:19]([C:42](=[O:43])[CH:33]([NH:32][C:30]([O:29][C:26]([CH3:27])([CH3:25])[CH3:28])=[O:31])[CH2:34][C:35]2[CH:36]=[CH:37][C:38]([Cl:41])=[CH:39][CH:40]=2)[CH:18]([CH2:22][CH3:23])[CH2:17]1)[CH2:5][C:6]1[CH:15]=[CH:14][C:13]2[C:8](=[CH:9][CH:10]=[CH:11][CH:12]=2)[CH:7]=1. The yield is 1.00.